The task is: Predict the reaction yield, written as a fraction of the theoretical maximum amount of product (1.0 means a 100% yield; for example, 0.34 means a 34% yield).. This data is from Reaction yield outcomes from USPTO patents with 853,638 reactions. (1) The yield is 0.800. The catalyst is CO.C[O-].[Na+]. The reactants are C([O:4][C@H:5]1[C@@H:10]([O:11]C(=O)C)[C@H:9]([O:15]C(=O)C)[C@@H:8]([CH2:19][O:20]C(=O)C)[O:7][C@@H:6]1[O:24][C:25]1[CH:30]=[CH:29][C:28]([C:31]2[CH:36]=[CH:35][C:34]([C:37]([O:39]C)=[O:38])=[CH:33][CH:32]=2)=[CH:27][C:26]=1[Cl:41])(=O)C.[OH-].[Na+:43]. The product is [Cl:41][C:26]1[CH:27]=[C:28]([C:31]2[CH:36]=[CH:35][C:34]([C:37]([O-:39])=[O:38])=[CH:33][CH:32]=2)[CH:29]=[CH:30][C:25]=1[O:24][C@H:6]1[O:7][C@H:8]([CH2:19][OH:20])[C@@H:9]([OH:15])[C@H:10]([OH:11])[C@@H:5]1[OH:4].[Na+:43]. (2) The reactants are [CH2:1]([N:3]1[CH:7]=[C:6]([N+:8]([O-])=O)[CH:5]=[N:4]1)[CH3:2].[Cl-:11].[NH4+]. The catalyst is CCO.[Fe]. The product is [Cl:11][C:7]1[N:3]([CH2:1][CH3:2])[N:4]=[CH:5][C:6]=1[NH2:8]. The yield is 0.300. (3) The reactants are [N:1]1[S:2][N:3]=[C:4]2[CH:9]=[C:8]([C:10]3[O:14][C:13]([CH3:16])([CH3:15])[C:12](=[O:17])[CH:11]=3)[CH:7]=[CH:6][C:5]=12.C1C(=O)N([Br:25])C(=O)C1. The catalyst is C(Cl)(Cl)Cl.C(Cl)Cl. The product is [N:1]1[S:2][N:3]=[C:4]2[CH:9]=[C:8]([C:10]3[O:14][C:13]([CH3:15])([CH3:16])[C:12](=[O:17])[C:11]=3[Br:25])[CH:7]=[CH:6][C:5]=12. The yield is 0.690. (4) The reactants are [NH:1]1[CH2:6][CH2:5][CH2:4][CH2:3][CH2:2]1.CN(C)C=O.Cl[C:13]1[CH:18]=[CH:17][C:16]([Cl:19])=[CH:15][C:14]=1[N+:20]([O-:22])=[O:21]. The catalyst is O. The product is [Cl:19][C:16]1[CH:17]=[CH:18][C:13]([N:1]2[CH2:6][CH2:5][CH2:4][CH2:3][CH2:2]2)=[C:14]([N+:20]([O-:22])=[O:21])[CH:15]=1. The yield is 0.964. (5) The reactants are C([O:3][C:4](=[O:34])[CH2:5][CH2:6][C:7]1[CH:12]=[CH:11][CH:10]=[C:9]([C:13]#[N:14])[C:8]=1[O:15][CH2:16][C@H:17]([OH:33])[CH2:18][NH:19][C:20]([CH3:32])([CH3:31])[CH2:21][CH:22]1[CH2:30][C:29]2[C:24](=[CH:25][CH:26]=[CH:27][CH:28]=2)[CH2:23]1)C.[OH-].[Na+].[ClH:37]. The catalyst is C(O)C.C(#N)C.CCOCC. The product is [ClH:37].[C:13]([C:9]1[C:8]([O:15][CH2:16][C@H:17]([OH:33])[CH2:18][NH:19][C:20]([CH3:31])([CH3:32])[CH2:21][CH:22]2[CH2:23][C:24]3[C:29](=[CH:28][CH:27]=[CH:26][CH:25]=3)[CH2:30]2)=[C:7]([CH2:6][CH2:5][C:4]([OH:34])=[O:3])[CH:12]=[CH:11][CH:10]=1)#[N:14]. The yield is 0.640. (6) The reactants are CCN(CC)CC.[Si:8]([O:15]S(C(F)(F)F)(=O)=O)([C:11]([CH3:14])([CH3:13])[CH3:12])([CH3:10])[CH3:9].[CH3:23][O:24][C:25](=[O:69])[CH2:26][S:27][CH2:28][CH2:29][CH2:30][S:31][C@H:32]1[C:36](=O)[CH2:35][C@@H:34]([O:38][Si](C(C)(C)C)(C)C)[CH:33]1/[CH:46]=[CH:47]/[CH:48]([O:61][Si:62]([C:65]([CH3:68])([CH3:67])[CH3:66])([CH3:64])[CH3:63])[CH2:49][CH2:50][C:51]1[S:55][C:54]2[CH:56]=[CH:57][CH:58]=[CH:59][C:53]=2[C:52]=1[Cl:60].C([O-])(O)=O.[Na+]. The catalyst is ClCCl. The product is [CH3:23][O:24][C:25](=[O:69])[CH2:26][S:27][CH2:28][CH2:29][CH2:30][S:31][C@@H:32]1[CH:33](/[CH:46]=[CH:47]/[CH:48]([O:61][Si:62]([C:65]([CH3:66])([CH3:67])[CH3:68])([CH3:63])[CH3:64])[CH2:49][CH2:50][C:51]2[S:55][C:54]3[CH:56]=[CH:57][CH:58]=[CH:59][C:53]=3[C:52]=2[Cl:60])[C@H:34]([OH:38])[CH:35]=[C:36]1[O:15][Si:8]([C:11]([CH3:12])([CH3:13])[CH3:14])([CH3:9])[CH3:10]. The yield is 0.880. (7) The reactants are [H-].[Na+].[CH3:3][O:4][C:5]1[N:6]=[C:7]2[C:12](=[CH:13][CH:14]=1)[N:11]=[CH:10][C:9]([OH:15])=[CH:8]2.[C:16]([O:20][C:21]([NH:23][CH:24]1[CH2:29][CH2:28][N:27]([CH2:30][CH2:31]OS(C)(=O)=O)[CH2:26][CH2:25]1)=[O:22])([CH3:19])([CH3:18])[CH3:17]. The catalyst is CN(C)C=O. The product is [C:16]([O:20][C:21](=[O:22])[NH:23][CH:24]1[CH2:29][CH2:28][N:27]([CH2:30][CH2:31][O:15][C:9]2[CH:10]=[N:11][C:12]3[C:7]([CH:8]=2)=[N:6][C:5]([O:4][CH3:3])=[CH:14][CH:13]=3)[CH2:26][CH2:25]1)([CH3:19])([CH3:18])[CH3:17]. The yield is 0.290.